Task: Predict the reactants needed to synthesize the given product.. Dataset: Full USPTO retrosynthesis dataset with 1.9M reactions from patents (1976-2016) (1) Given the product [C:16]([NH:15][CH2:14][CH2:13][CH:9]1[C:10]2[C:6](=[CH:5][CH:4]=[C:3]([NH:2][C:27](=[O:28])[CH2:26][CH2:25][C:19]3[CH:24]=[CH:23][CH:22]=[CH:21][CH:20]=3)[C:11]=2[OH:12])[CH2:7][CH2:8]1)(=[O:18])[CH3:17], predict the reactants needed to synthesize it. The reactants are: Cl.[NH2:2][C:3]1[C:11]([OH:12])=[C:10]2[C:6]([CH2:7][CH2:8][CH:9]2[CH2:13][CH2:14][NH:15][C:16](=[O:18])[CH3:17])=[CH:5][CH:4]=1.[C:19]1([CH2:25][CH2:26][C:27](Cl)=[O:28])[CH:24]=[CH:23][CH:22]=[CH:21][CH:20]=1.O. (2) Given the product [CH:1]([O:5][CH2:6][C:7]1[C:16]([O:17][C@@H:25]([C:27]2[CH:32]=[CH:31][CH:30]=[CH:29][CH:28]=2)[CH2:24][N:19]2[CH:23]=[CH:22][N:21]=[CH:20]2)=[CH:15][CH:14]=[C:13]2[C:8]=1[CH2:9][CH2:10][CH2:11][C:12]2=[O:18])([CH2:3][CH3:4])[CH3:2], predict the reactants needed to synthesize it. The reactants are: [CH:1]([O:5][CH2:6][C:7]1[C:16]([OH:17])=[CH:15][CH:14]=[C:13]2[C:8]=1[CH2:9][CH2:10][CH2:11][C:12]2=[O:18])([CH2:3][CH3:4])[CH3:2].[N:19]1([CH2:24][C@@H:25]([C:27]2[CH:32]=[CH:31][CH:30]=[CH:29][CH:28]=2)O)[CH:23]=[CH:22][N:21]=[CH:20]1.C1C=CC(P(C2C=CC=CC=2)C2C=CC=CC=2)=CC=1.[N+](C(OCC)=O)(C(OCC)=O)=[N-].